The task is: Predict which catalyst facilitates the given reaction.. This data is from Catalyst prediction with 721,799 reactions and 888 catalyst types from USPTO. (1) Reactant: N#N.[O:3]1[CH:7]2[O:8][CH2:9][CH2:10][CH:6]2[CH:5]([O:11][C:12](=[O:40])[NH:13][CH:14]([CH2:33][C:34]2[CH:39]=[CH:38][CH:37]=[CH:36][CH:35]=2)[CH:15]([OH:32])[CH2:16][N:17](C(OCC2C=CC=CC=2)=O)[CH2:18][CH:19]([CH3:21])[CH3:20])[CH2:4]1. Product: [O:3]1[CH:7]2[O:8][CH2:9][CH2:10][CH:6]2[CH:5]([O:11][C:12](=[O:40])[NH:13][CH:14]([CH2:33][C:34]2[CH:35]=[CH:36][CH:37]=[CH:38][CH:39]=2)[CH:15]([OH:32])[CH2:16][NH:17][CH2:18][CH:19]([CH3:21])[CH3:20])[CH2:4]1. The catalyst class is: 304. (2) Reactant: [NH2:1][CH2:2][CH2:3][C:4]1[CH:9]=[CH:8][C:7]([NH:10][C:11]2[C:16]([N+:17]([O-:19])=[O:18])=[CH:15][CH:14]=[CH:13][N:12]=2)=[CH:6][CH:5]=1.C([Si]([O:37][C:38]1[CH:43]=[CH:42][C:41]([O:44][CH2:45][CH:46]2[CH2:48][O:47]2)=[CH:40][CH:39]=1)(C1C=CC=CC=1)C1C=CC=CC=1)(C)(C)C. Product: [OH:47][C@@H:46]([CH2:48][NH:1][CH2:2][CH2:3][C:4]1[CH:9]=[CH:8][C:7]([NH:10][C:11]2[C:16]([N+:17]([O-:19])=[O:18])=[CH:15][CH:14]=[CH:13][N:12]=2)=[CH:6][CH:5]=1)[CH2:45][O:44][C:41]1[CH:42]=[CH:43][C:38]([OH:37])=[CH:39][CH:40]=1. The catalyst class is: 147.